This data is from CYP3A4 inhibition data for predicting drug metabolism from PubChem BioAssay. The task is: Regression/Classification. Given a drug SMILES string, predict its absorption, distribution, metabolism, or excretion properties. Task type varies by dataset: regression for continuous measurements (e.g., permeability, clearance, half-life) or binary classification for categorical outcomes (e.g., BBB penetration, CYP inhibition). Dataset: cyp3a4_veith. (1) The drug is c1ccc(CCc2cccnc2)nc1. The result is 0 (non-inhibitor). (2) The molecule is Cn1c(=O)c2nc(-c3ccccc3)oc2c2ccccc21. The result is 1 (inhibitor). (3) The drug is Cc1ccc(S(=O)(=O)Nc2nc3ccccc3nc2N2CCc3ccccc3C2)cc1. The result is 1 (inhibitor). (4) The drug is CCOc1ccc(N(CC(=O)NCc2ccc(OC)cc2)S(=O)(=O)c2c(C)noc2C)cc1. The result is 1 (inhibitor). (5) The compound is COC(=O)CNC(=O)CN1C(=O)N(c2ccc(Cl)cc2)C(N(O)C(=O)Nc2ccc(Cl)cc2)C1(C)C. The result is 1 (inhibitor).